Dataset: Retrosynthesis with 50K atom-mapped reactions and 10 reaction types from USPTO. Task: Predict the reactants needed to synthesize the given product. Given the product O=C(COCCC(F)(F)F)Nc1ccc(N2CCN(C(=O)c3ccccc3C(F)(F)F)CC2)nn1, predict the reactants needed to synthesize it. The reactants are: Nc1ccc(N2CCN(C(=O)c3ccccc3C(F)(F)F)CC2)nn1.O=C(O)COCCC(F)(F)F.